Task: Predict the reactants needed to synthesize the given product.. Dataset: Full USPTO retrosynthesis dataset with 1.9M reactions from patents (1976-2016) (1) Given the product [F:34][CH2:33][CH2:32][N:1]1[CH2:6][CH2:5][CH:4]([C:7]2[CH:8]=[C:9]3[C:14](=[CH:15][CH:16]=2)[N:13]=[CH:12][CH:11]=[C:10]3[NH:17][C:18]([NH:20][C:21]2[CH:26]=[CH:25][CH:24]=[C:23]([C:27]([F:28])([F:29])[F:30])[N:22]=2)=[O:19])[CH2:3][CH2:2]1, predict the reactants needed to synthesize it. The reactants are: [NH:1]1[CH2:6][CH2:5][CH:4]([C:7]2[CH:8]=[C:9]3[C:14](=[CH:15][CH:16]=2)[N:13]=[CH:12][CH:11]=[C:10]3[NH:17][C:18]([NH:20][C:21]2[CH:26]=[CH:25][CH:24]=[C:23]([C:27]([F:30])([F:29])[F:28])[N:22]=2)=[O:19])[CH2:3][CH2:2]1.Br[CH2:32][CH2:33][F:34].C(=O)([O-])[O-].[Cs+].[Cs+].C(=O)(O)[O-].[Na+]. (2) Given the product [Cl:12][CH2:13][C:14]([NH:1][C:2]1[CH:3]=[C:4]2[C:8](=[CH:9][CH:10]=1)[NH:7][C:6](=[O:11])[CH2:5]2)=[O:15], predict the reactants needed to synthesize it. The reactants are: [NH2:1][C:2]1[CH:3]=[C:4]2[C:8](=[CH:9][CH:10]=1)[NH:7][C:6](=[O:11])[CH2:5]2.[Cl:12][CH2:13][C:14](Cl)=[O:15]. (3) Given the product [F:18][C:14]1[CH:13]=[C:12]([CH:17]=[CH:16][CH:15]=1)[CH2:11][C:6]1([CH3:19])[NH:5][C:3](=[O:4])[CH2:2][NH:21][C:7]1=[O:8], predict the reactants needed to synthesize it. The reactants are: Cl[CH2:2][C:3]([NH:5][C:6]([CH3:19])([CH2:11][C:12]1[CH:17]=[CH:16][CH:15]=[C:14]([F:18])[CH:13]=1)[C:7](OC)=[O:8])=[O:4].O.[NH3:21]. (4) Given the product [CH3:3][O:4][C:5]1[CH:6]=[C:7]2[C:8](=[CH:9][CH:10]=1)[N:11]=[C:14]([OH:15])[C:13]([OH:19])=[N:12]2, predict the reactants needed to synthesize it. The reactants are: Cl.Cl.[CH3:3][O:4][C:5]1[CH:6]=[C:7]([NH2:12])[C:8]([NH2:11])=[CH:9][CH:10]=1.[C:13](OCC)(=[O:19])[C:14](OCC)=[O:15].CCN(CC)CC. (5) Given the product [F:28][C:27]([F:30])([F:29])[C:25]1[CH:24]=[C:6]([CH:5]=[C:4]([C:3]([F:31])([F:2])[F:32])[CH:26]=1)[CH2:7][N:8]([CH3:23])[C:9]([C@H:11]1[CH2:16][CH2:15][N:14]([C:39](=[O:40])[CH2:38][CH2:37][S:34]([CH3:33])(=[O:36])=[O:35])[CH2:13][C@H:12]1[C:17]1[CH:22]=[CH:21][CH:20]=[CH:19][CH:18]=1)=[O:10], predict the reactants needed to synthesize it. The reactants are: Cl.[F:2][C:3]([F:32])([F:31])[C:4]1[CH:5]=[C:6]([CH:24]=[C:25]([C:27]([F:30])([F:29])[F:28])[CH:26]=1)[CH2:7][N:8]([CH3:23])[C:9]([C@H:11]1[CH2:16][CH2:15][NH:14][CH2:13][C@H:12]1[C:17]1[CH:22]=[CH:21][CH:20]=[CH:19][CH:18]=1)=[O:10].[CH3:33][S:34]([CH2:37][CH2:38][C:39](O)=[O:40])(=[O:36])=[O:35].CCN=C=NCCCN(C)C.Cl.C1C=CC2N(O)N=NC=2C=1. (6) Given the product [NH2:35][C:32]1[CH:33]=[CH:34][C:29]([NH:28][C:26]([NH:25][C:22]2[CH:23]=[CH:24][C:19]([C:10]3[N:11]=[C:12]([N:13]4[CH2:18][CH2:17][O:16][CH2:15][CH2:14]4)[C:7]4[N:6]=[N:5][N:4]([CH:2]([CH3:3])[CH3:1])[C:8]=4[N:9]=3)=[CH:20][CH:21]=2)=[O:27])=[CH:30][CH:31]=1, predict the reactants needed to synthesize it. The reactants are: [CH3:1][CH:2]([N:4]1[C:8]2[N:9]=[C:10]([C:19]3[CH:24]=[CH:23][C:22]([NH:25][C:26]([NH:28][C:29]4[CH:34]=[CH:33][C:32]([N+:35]([O-])=O)=[CH:31][CH:30]=4)=[O:27])=[CH:21][CH:20]=3)[N:11]=[C:12]([N:13]3[CH2:18][CH2:17][O:16][CH2:15][CH2:14]3)[C:7]=2[N:6]=[N:5]1)[CH3:3]. (7) Given the product [Cl:19][C:20]1[CH:25]=[C:24]([Cl:26])[N:23]=[CH:22][C:21]=1[CH2:27][N:28]([C:29]1[C:30]([F:40])=[C:31]([O:38][CH3:39])[CH:32]=[C:33]([O:36][CH3:37])[C:34]=1[F:35])[C:5]([NH:13][CH2:14][CH3:15])=[O:11], predict the reactants needed to synthesize it. The reactants are: ClC(Cl)(O[C:5](=[O:11])OC(Cl)(Cl)Cl)Cl.[N:13]1C=CC=[CH:15][CH:14]=1.[Cl:19][C:20]1[CH:25]=[C:24]([Cl:26])[N:23]=[CH:22][C:21]=1[CH2:27][NH:28][C:29]1[C:34]([F:35])=[C:33]([O:36][CH3:37])[CH:32]=[C:31]([O:38][CH3:39])[C:30]=1[F:40].C(N)C.C1COCC1.C(N(CC)C(C)C)(C)C. (8) Given the product [F:31][CH:2]([F:1])[N:3]1[CH:7]=[C:6]([NH:8][C:9]2[N:14]=[CH:13][N:12]=[C:11]([C:15]3[CH:16]=[CH:17][C:18]([O:23][C@H:24]4[CH2:29][CH2:28][N:27]([C:33](=[O:32])[CH2:34][OH:35])[CH2:26][C@H:25]4[F:30])=[C:19]([CH:22]=3)[C:20]#[N:21])[N:10]=2)[CH:5]=[N:4]1, predict the reactants needed to synthesize it. The reactants are: [F:1][CH:2]([F:31])[N:3]1[CH:7]=[C:6]([NH:8][C:9]2[N:14]=[CH:13][N:12]=[C:11]([C:15]3[CH:16]=[CH:17][C:18]([O:23][C@H:24]4[CH2:29][CH2:28][NH:27][CH2:26][C@H:25]4[F:30])=[C:19]([CH:22]=3)[C:20]#[N:21])[N:10]=2)[CH:5]=[N:4]1.[OH:32][CH2:33][C:34](O)=[O:35].CN(C(ON1N=NC2C=CC=NC1=2)=[N+](C)C)C.F[P-](F)(F)(F)(F)F.CCN(C(C)C)C(C)C. (9) Given the product [F:21][C:18]([F:19])([F:20])[C:14]1[CH:15]=[CH:16][CH:17]=[C:12]([CH:8]2[CH2:7][CH:6]([S:36][C:30]3[CH:35]=[CH:34][CH:33]=[C:32]([C:18]([F:21])([F:20])[F:19])[CH:31]=3)[CH2:11][CH2:10][O:9]2)[N:13]=1, predict the reactants needed to synthesize it. The reactants are: CS(O[CH:6]1[CH2:11][CH2:10][O:9][CH:8]([C:12]2[CH:17]=[CH:16][CH:15]=[C:14]([C:18]([F:21])([F:20])[F:19])[N:13]=2)[CH2:7]1)(=O)=O.N#N.C([O-])([O-])=O.[K+].[K+].[C:30]1([SH:36])[CH:35]=[CH:34][CH:33]=[CH:32][CH:31]=1. (10) Given the product [NH2:23][C:20]1[N:21]=[CH:22][C:17]([C:3]2[CH:4]=[CH:5][C:6]([C:25]3[CH:30]=[CH:29][CH:28]=[CH:27][C:26]=3[S:31]([CH2:34][CH2:35][CH2:36][N:37]3[C:41]4[CH:42]=[CH:43][CH:44]=[CH:45][C:40]=4[NH:39][C:38]3=[O:46])(=[O:33])=[O:32])=[CH:7][C:2]=2[F:1])=[CH:18][N:19]=1, predict the reactants needed to synthesize it. The reactants are: [F:1][C:2]1[CH:7]=[C:6](B2OC(C)(C)C(C)(C)O2)[CH:5]=[CH:4][C:3]=1[C:17]1[CH:18]=[N:19][C:20]([NH2:23])=[N:21][CH:22]=1.Br[C:25]1[CH:30]=[CH:29][CH:28]=[CH:27][C:26]=1[S:31]([CH2:34][CH2:35][CH2:36][N:37]1[C:41]2[CH:42]=[CH:43][CH:44]=[CH:45][C:40]=2[NH:39][C:38]1=[O:46])(=[O:33])=[O:32].